This data is from Reaction yield outcomes from USPTO patents with 853,638 reactions. The task is: Predict the reaction yield, written as a fraction of the theoretical maximum amount of product (1.0 means a 100% yield; for example, 0.34 means a 34% yield). (1) The yield is 0.675. The product is [ClH:48].[F:1][C:2]1[C:7]([C:8]2[CH:13]=[CH:12][C:11]3[O:14][C@H:15]4[CH2:20][CH2:19][N:18]([S:21]([CH2:24][CH:25]([CH3:27])[CH3:26])(=[O:22])=[O:23])[CH2:17][C@@H:16]4[C@@:28]4([CH2:32][O:31][C:30]([NH2:33])=[N:29]4)[C:10]=3[CH:9]=2)=[CH:6][CH:5]=[CH:4][N:3]=1. The catalyst is C(Cl)Cl. The reactants are [F:1][C:2]1[C:7]([C:8]2[CH:13]=[CH:12][C:11]3[O:14][C@H:15]4[CH2:20][CH2:19][N:18]([S:21]([CH2:24][CH:25]([CH3:27])[CH3:26])(=[O:23])=[O:22])[CH2:17][C@@H:16]4[C@@:28]4([CH2:32][O:31][C:30]([NH:33]C(=O)OC(C)(C)C)=[N:29]4)[C:10]=3[CH:9]=2)=[CH:6][CH:5]=[CH:4][N:3]=1.C(O)(C(F)(F)F)=O.[ClH:48].CCOCC. (2) The reactants are [F:1][CH:2]([F:26])[C:3]1[CH:4]=[CH:5][C:6]([N:10]2[C:18]3[CH:17]=[C:16]([C:19]4[CH:24]=[N:23][CH:22]=[C:21]([CH3:25])[N:20]=4)[N:15]=[CH:14][C:13]=3[CH:12]=[N:11]2)=[N:7][C:8]=1F.[NH:27]1[CH2:32][CH2:31][CH2:30][C@H:29]([NH:33][C:34](=[O:40])[O:35][C:36]([CH3:39])([CH3:38])[CH3:37])[CH2:28]1.CN1CCOCC1.O. The catalyst is CN1CCCC1=O. The product is [F:26][CH:2]([F:1])[C:3]1[C:8]([N:27]2[CH2:32][CH2:31][CH2:30][C@H:29]([NH:33][C:34](=[O:40])[O:35][C:36]([CH3:38])([CH3:37])[CH3:39])[CH2:28]2)=[N:7][C:6]([N:10]2[C:18]3[CH:17]=[C:16]([C:19]4[CH:24]=[N:23][CH:22]=[C:21]([CH3:25])[N:20]=4)[N:15]=[CH:14][C:13]=3[CH:12]=[N:11]2)=[CH:5][CH:4]=1. The yield is 1.00. (3) The reactants are C[O:2][C:3](=[O:24])[C:4]1[CH:9]=[CH:8][N:7]=[C:6]([O:10][CH2:11][C:12]2[C:13]([C:18]3[CH:23]=[CH:22][CH:21]=[CH:20][CH:19]=3)=[N:14][O:15][C:16]=2[CH3:17])[CH:5]=1.O.[OH-].[Li+].Cl. The catalyst is C1COCC1.O.CO. The product is [CH3:17][C:16]1[O:15][N:14]=[C:13]([C:18]2[CH:19]=[CH:20][CH:21]=[CH:22][CH:23]=2)[C:12]=1[CH2:11][O:10][C:6]1[CH:5]=[C:4]([CH:9]=[CH:8][N:7]=1)[C:3]([OH:24])=[O:2]. The yield is 0.880. (4) The reactants are [C:1]1([C:14]2[CH:19]=[CH:18][CH:17]=[CH:16][CH:15]=2)[CH:6]=[CH:5][C:4]([NH:7][C:8](=[O:13])[CH2:9][C:10]([OH:12])=O)=[CH:3][CH:2]=1.CCN(C(C)C)C(C)C.C1C=CC2N(O)N=NC=2C=1.CCN=C=NCCCN(C)C.Cl.Cl.Cl.[NH:53]1[CH2:58][CH2:57][CH:56]([NH:59][C:60]2[CH:65]=[CH:64][CH:63]=[CH:62][C:61]=2[CH3:66])[CH2:55][CH2:54]1. The catalyst is CN(C=O)C.O. The product is [C:1]1([C:14]2[CH:19]=[CH:18][CH:17]=[CH:16][CH:15]=2)[CH:2]=[CH:3][C:4]([NH:7][C:8](=[O:13])[CH2:9][C:10](=[O:12])[N:53]2[CH2:58][CH2:57][CH:56]([NH:59][C:60]3[CH:65]=[CH:64][CH:63]=[CH:62][C:61]=3[CH3:66])[CH2:55][CH2:54]2)=[CH:5][CH:6]=1. The yield is 0.250. (5) The reactants are [CH2:1]([O:8][C:9]1[CH:14]=[C:13]([O:15][C:16]2[CH:21]=[CH:20][C:19](SC)=[CH:18][CH:17]=2)[CH:12]=[CH:11][C:10]=1[N+:24]([O-:26])=[O:25])[C:2]1[CH:7]=[CH:6][CH:5]=[CH:4][CH:3]=1.O[O:28][S:29]([O-:31])=O.[K+].O1CCC[CH2:34]1. The catalyst is CO.O. The product is [CH2:1]([O:8][C:9]1[CH:14]=[C:13]([O:15][C:16]2[CH:17]=[CH:18][C:19]([S:29]([CH3:34])(=[O:31])=[O:28])=[CH:20][CH:21]=2)[CH:12]=[CH:11][C:10]=1[N+:24]([O-:26])=[O:25])[C:2]1[CH:3]=[CH:4][CH:5]=[CH:6][CH:7]=1. The yield is 0.980. (6) The reactants are [Cl:1][C:2]1[CH:7]=[CH:6][C:5]([C:8]2([CH2:23][C:24]#[N:25])[CH2:13][CH2:12][C:11](B3OC(C)(C)C(C)(C)O3)=[CH:10][CH2:9]2)=[CH:4][CH:3]=1.Br[C:27]1[C:28]2[N:29]([N:33]=[C:34]([NH:36][C:37]3[CH:53]=[CH:52][C:40]([C:41]([N:43]([CH3:51])[CH:44]4[CH2:49][CH2:48][N:47]([CH3:50])[CH2:46][CH2:45]4)=[O:42])=[CH:39][CH:38]=3)[N:35]=2)[CH:30]=[CH:31][CH:32]=1.[O-]P([O-])([O-])=O.[K+].[K+].[K+]. The catalyst is O1CCOCC1.O.C1C=CC([P]([Pd]([P](C2C=CC=CC=2)(C2C=CC=CC=2)C2C=CC=CC=2)([P](C2C=CC=CC=2)(C2C=CC=CC=2)C2C=CC=CC=2)[P](C2C=CC=CC=2)(C2C=CC=CC=2)C2C=CC=CC=2)(C2C=CC=CC=2)C2C=CC=CC=2)=CC=1. The product is [Cl:1][C:2]1[CH:3]=[CH:4][C:5]([C:8]2([CH2:23][C:24]#[N:25])[CH2:13][CH2:12][C:11]([C:27]3[C:28]4[N:29]([N:33]=[C:34]([NH:36][C:37]5[CH:53]=[CH:52][C:40]([C:41]([N:43]([CH3:51])[CH:44]6[CH2:45][CH2:46][N:47]([CH3:50])[CH2:48][CH2:49]6)=[O:42])=[CH:39][CH:38]=5)[N:35]=4)[CH:30]=[CH:31][CH:32]=3)=[CH:10][CH2:9]2)=[CH:6][CH:7]=1. The yield is 0.240. (7) The reactants are [CH2:1]([O:4][C:5]1[CH:13]=[C:12]2[C:8]([CH:9]=[C:10]([CH2:15][O:16][Si:17]([C:20]([CH3:23])([CH3:22])[CH3:21])([CH3:19])[CH3:18])[N:11]2[CH3:14])=[CH:7][C:6]=1Br)[CH:2]=[CH2:3].[Li]CCCC.CN([CH:33]=[O:34])C. The catalyst is C1COCC1. The product is [CH2:1]([O:4][C:5]1[CH:13]=[C:12]2[C:8]([CH:9]=[C:10]([CH2:15][O:16][Si:17]([C:20]([CH3:23])([CH3:22])[CH3:21])([CH3:19])[CH3:18])[N:11]2[CH3:14])=[CH:7][C:6]=1[CH:33]=[O:34])[CH:2]=[CH2:3]. The yield is 0.920.